From a dataset of Catalyst prediction with 721,799 reactions and 888 catalyst types from USPTO. Predict which catalyst facilitates the given reaction. (1) Reactant: Cl[C:2]1[C:3](=[O:16])[NH:4][C:5]2[C:10]([N:11]=1)=[CH:9][C:8]([C:12]([O:14][CH3:15])=[O:13])=[CH:7][CH:6]=2.[CH3:17][CH:18]1[CH2:23][CH2:22][CH2:21][CH2:20][NH:19]1.CCN(C(C)C)C(C)C. Product: [CH3:17][CH:18]1[CH2:23][CH2:22][CH2:21][CH2:20][N:19]1[C:2]1[C:3](=[O:16])[NH:4][C:5]2[C:10]([N:11]=1)=[CH:9][C:8]([C:12]([O:14][CH3:15])=[O:13])=[CH:7][CH:6]=2. The catalyst class is: 16. (2) Reactant: [Br:1][C:2]1[CH:7]=[C:6]([O:8][CH2:9][CH2:10][Cl:11])[C:5]([N+:12]([O-])=O)=[CH:4][C:3]=1[C:15]([F:18])([F:17])[F:16]. Product: [Br:1][C:2]1[C:3]([C:15]([F:18])([F:17])[F:16])=[CH:4][C:5]([NH2:12])=[C:6]([O:8][CH2:9][CH2:10][Cl:11])[CH:7]=1. The catalyst class is: 409. (3) Reactant: [C:1]([O:5][C:6]([N:8]([CH3:30])[CH2:9][C@@H:10]([O:18]C(=O)[C@@H](OC)C1C=CC=CC=1)[C:11]1[CH:16]=[CH:15][C:14]([F:17])=[CH:13][CH:12]=1)=[O:7])([CH3:4])([CH3:3])[CH3:2].C(=O)([O-])[O-].[K+].[K+]. Product: [C:1]([O:5][C:6](=[O:7])[N:8]([CH2:9][C@H:10]([C:11]1[CH:16]=[CH:15][C:14]([F:17])=[CH:13][CH:12]=1)[OH:18])[CH3:30])([CH3:4])([CH3:2])[CH3:3]. The catalyst class is: 24. (4) Reactant: [C:1]([C:4]1[C:9]2[CH:10]=[CH:11][CH:12]=[C:13]([F:14])[C:8]=2[C:7](=[O:15])[O:6][C:5]=1[NH:16][C@@H:17]([CH:25]1[CH2:27][CH2:26]1)[C:18]1[CH:23]=[CH:22][CH:21]=[C:20]([F:24])[CH:19]=1)(=[O:3])[CH3:2].[OH-:28].[Na+]. Product: [CH:25]1([C@H:17]([NH:16][C:5]([CH:4]([C:9]2[CH:10]=[CH:11][CH:12]=[C:13]([F:14])[C:8]=2[C:7]([OH:6])=[O:15])[C:1](=[O:3])[CH3:2])=[O:28])[C:18]2[CH:23]=[CH:22][CH:21]=[C:20]([F:24])[CH:19]=2)[CH2:27][CH2:26]1. The catalyst class is: 83. (5) Reactant: Br[C:2]1[C:3]([NH2:14])=[N:4][C:5]([N:8]2[CH2:13][CH2:12][O:11][CH2:10][CH2:9]2)=[N:6][CH:7]=1.[CH3:15][O:16][C:17]1[CH:18]=[C:19](B(O)O)[CH:20]=[N:21][CH:22]=1.C1(P(C2CCCCC2)C2CCCCC2)CCCCC1.[O-]P([O-])([O-])=O.[K+].[K+].[K+]. Product: [CH3:15][O:16][C:17]1[CH:18]=[C:19]([C:2]2[C:3]([NH2:14])=[N:4][C:5]([N:8]3[CH2:13][CH2:12][O:11][CH2:10][CH2:9]3)=[N:6][CH:7]=2)[CH:20]=[N:21][CH:22]=1. The catalyst class is: 552. (6) Reactant: C(=O)(O[N:11]1[C:15](=O)[CH2:14][CH2:13][C:12]1=O)O[N:11]1[C:15](=O)[CH2:14][CH2:13][C:12]1=O.[P:19]([O:31][CH2:32][C@H:33]1[O:37][C@@H:36]([N:38]2[CH:45]=[C:44](C#CCN)[C:42](=[O:43])[NH:41][C:39]2=[O:40])[CH2:35][C@@H:34]1[OH:50])([O:22][P:23]([O:26][P:27]([OH:30])([OH:29])=[O:28])([OH:25])=[O:24])(=[O:21])[OH:20]. Product: [CH:44]1[C:42](=[O:43])[NH:41][C:39](=[O:40])[N:38]([C@@H:36]2[O:37][C@H:33]([CH2:32][O:31][P:19]([O:22][P:23]([O:26][P:27]([OH:30])([OH:29])=[O:28])([OH:25])=[O:24])([OH:21])=[O:20])[C@@H:34]([OH:50])[CH2:35]2)[CH:45]=1.[CH2:32]([NH+:11]([CH2:12][CH3:13])[CH2:15][CH3:14])[CH3:33]. The catalyst class is: 18.